Dataset: NCI-60 drug combinations with 297,098 pairs across 59 cell lines. Task: Regression. Given two drug SMILES strings and cell line genomic features, predict the synergy score measuring deviation from expected non-interaction effect. (1) Drug 1: CC12CCC(CC1=CCC3C2CCC4(C3CC=C4C5=CN=CC=C5)C)O. Drug 2: C1CNP(=O)(OC1)N(CCCl)CCCl. Cell line: RPMI-8226. Synergy scores: CSS=14.0, Synergy_ZIP=-3.65, Synergy_Bliss=-5.93, Synergy_Loewe=-31.7, Synergy_HSA=-8.29. (2) Drug 1: CC12CCC(CC1=CCC3C2CCC4(C3CC=C4C5=CN=CC=C5)C)O. Drug 2: C1=NC2=C(N1)C(=S)N=CN2. Cell line: NCI-H460. Synergy scores: CSS=4.53, Synergy_ZIP=-2.50, Synergy_Bliss=-5.72, Synergy_Loewe=-13.1, Synergy_HSA=-6.67. (3) Drug 1: C1CC(C1)(C(=O)O)C(=O)O.[NH2-].[NH2-].[Pt+2]. Drug 2: CCC1(C2=C(COC1=O)C(=O)N3CC4=CC5=C(C=CC(=C5CN(C)C)O)N=C4C3=C2)O.Cl. Cell line: T-47D. Synergy scores: CSS=27.7, Synergy_ZIP=-2.35, Synergy_Bliss=4.63, Synergy_Loewe=-9.70, Synergy_HSA=5.83. (4) Drug 1: C1=NC2=C(N=C(N=C2N1C3C(C(C(O3)CO)O)O)F)N. Drug 2: CCC(=C(C1=CC=CC=C1)C2=CC=C(C=C2)OCCN(C)C)C3=CC=CC=C3.C(C(=O)O)C(CC(=O)O)(C(=O)O)O. Cell line: SN12C. Synergy scores: CSS=0.888, Synergy_ZIP=-7.04, Synergy_Bliss=-0.603, Synergy_Loewe=-20.5, Synergy_HSA=-4.67. (5) Drug 1: CC1=C(C=C(C=C1)C(=O)NC2=CC(=CC(=C2)C(F)(F)F)N3C=C(N=C3)C)NC4=NC=CC(=N4)C5=CN=CC=C5. Drug 2: CCN(CC)CCCC(C)NC1=C2C=C(C=CC2=NC3=C1C=CC(=C3)Cl)OC. Cell line: HOP-62. Synergy scores: CSS=16.4, Synergy_ZIP=-7.73, Synergy_Bliss=-8.21, Synergy_Loewe=-34.3, Synergy_HSA=-12.2. (6) Drug 1: C1CCN(CC1)CCOC2=CC=C(C=C2)C(=O)C3=C(SC4=C3C=CC(=C4)O)C5=CC=C(C=C5)O. Drug 2: CN(C(=O)NC(C=O)C(C(C(CO)O)O)O)N=O. Cell line: HCT116. Synergy scores: CSS=-4.97, Synergy_ZIP=7.24, Synergy_Bliss=9.73, Synergy_Loewe=-3.27, Synergy_HSA=0.343. (7) Drug 1: C1=NNC2=C1C(=O)NC=N2. Drug 2: CC1C(C(CC(O1)OC2CC(CC3=C2C(=C4C(=C3O)C(=O)C5=C(C4=O)C(=CC=C5)OC)O)(C(=O)CO)O)N)O.Cl. Cell line: MDA-MB-231. Synergy scores: CSS=42.7, Synergy_ZIP=-1.75, Synergy_Bliss=-0.537, Synergy_Loewe=-0.0236, Synergy_HSA=0.993. (8) Drug 1: CC1=C(C(=O)C2=C(C1=O)N3CC4C(C3(C2COC(=O)N)OC)N4)N. Drug 2: C1C(C(OC1N2C=NC3=C2NC=NCC3O)CO)O. Cell line: U251. Synergy scores: CSS=1.87, Synergy_ZIP=-1.33, Synergy_Bliss=-3.31, Synergy_Loewe=-4.15, Synergy_HSA=-4.39. (9) Drug 1: C1=NC2=C(N1)C(=S)N=C(N2)N. Drug 2: CC1CCC2CC(C(=CC=CC=CC(CC(C(=O)C(C(C(=CC(C(=O)CC(OC(=O)C3CCCCN3C(=O)C(=O)C1(O2)O)C(C)CC4CCC(C(C4)OC)O)C)C)O)OC)C)C)C)OC. Cell line: NCI-H322M. Synergy scores: CSS=35.5, Synergy_ZIP=-3.15, Synergy_Bliss=-1.73, Synergy_Loewe=0.420, Synergy_HSA=1.50.